From a dataset of Experimentally validated miRNA-target interactions with 360,000+ pairs, plus equal number of negative samples. Binary Classification. Given a miRNA mature sequence and a target amino acid sequence, predict their likelihood of interaction. The miRNA is hsa-miR-3681-3p with sequence ACACAGUGCUUCAUCCACUACU. The protein sequence of the target gene is MDLTGLLLDEEGTFSLAGFQDFTFLPGHQKLSARIRRRLYYGWDWEADCSLEELSSPVADIAVELLQKAAPSPIRRLQKKYVAHVSREACISPCAMMLALVYIERLRHRNPDYLQHVSSSDLFLISMMVASKYLYDEGEEEEVFNDEWGAAGGVAVPTLNALERGFLSAMDWHLYTDPREIFEVLSWLESCVAEQQGRWRGWYTYTDLCVLLEQPTWQLALGSLCQRLVKLSCLLAVAYVSSVALAVASVAVIHQSLGLSCIPTPGPPDLGLTSRCLLEPCIPSVPQCLPSLANVSSCLE.... Result: 0 (no interaction).